This data is from Catalyst prediction with 721,799 reactions and 888 catalyst types from USPTO. The task is: Predict which catalyst facilitates the given reaction. Reactant: C(OC([N:8]1[CH2:29][CH2:28][C:11]2([O:15][C:14](=[O:16])[N:13]([CH2:17][C:18]3[CH:27]=[CH:26][C:25]4[C:20](=[CH:21][CH:22]=[CH:23][CH:24]=4)[CH:19]=3)[CH2:12]2)[CH2:10][CH2:9]1)=O)(C)(C)C.FC(F)(F)C(O)=O.[CH3:37][O:38][C:39]1[CH:44]=[CH:43][C:42]([N:45]=[C:46]=[O:47])=[CH:41][CH:40]=1.O. The catalyst class is: 91. Product: [CH3:37][O:38][C:39]1[CH:40]=[CH:41][C:42]([NH:45][C:46]([N:8]2[CH2:29][CH2:28][C:11]3([O:15][C:14](=[O:16])[N:13]([CH2:17][C:18]4[CH:27]=[CH:26][C:25]5[C:20](=[CH:21][CH:22]=[CH:23][CH:24]=5)[CH:19]=4)[CH2:12]3)[CH2:10][CH2:9]2)=[O:47])=[CH:43][CH:44]=1.